The task is: Predict the product of the given reaction.. This data is from Forward reaction prediction with 1.9M reactions from USPTO patents (1976-2016). (1) Given the reactants Cl[C:2]1[C:7]([CH2:8][CH2:9]OS(C)(=O)=O)=[C:6]([Cl:15])[N:5]=[CH:4][N:3]=1.[CH3:16][O:17][C:18]1[CH:25]=[CH:24][C:21]([CH2:22][NH2:23])=[CH:20][CH:19]=1, predict the reaction product. The product is: [Cl:15][C:6]1[C:7]2[CH2:8][CH2:9][N:23]([CH2:22][C:21]3[CH:24]=[CH:25][C:18]([O:17][CH3:16])=[CH:19][CH:20]=3)[C:2]=2[N:3]=[CH:4][N:5]=1. (2) Given the reactants [CH:1]1([CH2:14][NH2:15])[C:13]2[N:5]([N:6]=[C:7]3[C:12]=2[CH:11]=[CH:10][CH:9]=[CH:8]3)[CH2:4][CH2:3][O:2]1.[CH3:16][C:17](=O)[CH3:18], predict the reaction product. The product is: [CH:1]1([CH2:14][NH:15][CH:17]([CH3:18])[CH3:16])[C:13]2[N:5]([N:6]=[C:7]3[C:12]=2[CH:11]=[CH:10][CH:9]=[CH:8]3)[CH2:4][CH2:3][O:2]1. (3) Given the reactants [C:1]([O:5][P:6]([CH:13](O)[C:14]1[CH:19]=[CH:18][C:17]([C:20]2[CH:25]=[CH:24][CH:23]=[CH:22][N:21]=2)=[CH:16][CH:15]=1)(=[O:12])[O:7][C:8]([CH3:11])([CH3:10])[CH3:9])([CH3:4])([CH3:3])[CH3:2].C(N(S(F)(F)[F:33])CC)C, predict the reaction product. The product is: [C:1]([O:5][P:6]([CH:13]([F:33])[C:14]1[CH:19]=[CH:18][C:17]([C:20]2[CH:25]=[CH:24][CH:23]=[CH:22][N:21]=2)=[CH:16][CH:15]=1)(=[O:12])[O:7][C:8]([CH3:11])([CH3:10])[CH3:9])([CH3:4])([CH3:3])[CH3:2]. (4) Given the reactants [CH2:1]([O:3][CH:4]([O:21][CH2:22][CH3:23])[CH2:5][CH2:6][NH:7][C:8]1[NH:13][C:12]2[CH:14]=[CH:15][S:16][C:11]=2[C:10](=[O:17])[C:9]=1C(O)=O)[CH3:2].C[O-].[Na+:26], predict the reaction product. The product is: [CH2:22]([O:21][CH:4]([O:3][CH2:1][CH3:2])[CH2:5][CH2:6][NH:7][C:8]1[N:13]=[C:12]2[CH:14]=[CH:15][S:16][C:11]2=[C:10]([O-:17])[CH:9]=1)[CH3:23].[Na+:26]. (5) Given the reactants [C:1]([N:8]1[CH2:13][CH2:12][O:11][C@H:10]([CH2:14][C:15]2[CH:20]=[CH:19][CH:18]=[C:17](C=CC3C=NC=CC=3)[CH:16]=2)[CH2:9]1)([O:3][C:4]([CH3:7])([CH3:6])[CH3:5])=[O:2].[Cl:29]CCl.[F:32][C:33]([F:46])([F:45])[S:34]([O:37]S(C(F)(F)F)(=O)=O)(=[O:36])=[O:35], predict the reaction product. The product is: [C:4]([O:3][C:1]([N:8]1[CH2:13][CH2:12][O:11][C@H:10]([CH2:14][C:15]2[CH:20]=[CH:19][C:18]([O:37][S:34]([C:33]([F:46])([F:45])[F:32])(=[O:35])=[O:36])=[C:17]([Cl:29])[CH:16]=2)[CH2:9]1)=[O:2])([CH3:7])([CH3:6])[CH3:5]. (6) Given the reactants [CH2:1]([N:5]1[C:14](=[O:15])[C:13]2[N:12]=[CH:11][CH:10]=[CH:9][C:8]=2[C:7]([C:16]2[CH:21]=[CH:20][CH:19]=[CH:18][CH:17]=2)=[C:6]1[C:22]#[N:23])[CH:2]([CH3:4])[CH3:3].N.[C:25](O[C:25]([O:27][C:28]([CH3:31])([CH3:30])[CH3:29])=[O:26])([O:27][C:28]([CH3:31])([CH3:30])[CH3:29])=[O:26].O, predict the reaction product. The product is: [CH2:1]([N:5]1[C:14](=[O:15])[C:13]2[N:12]=[CH:11][CH:10]=[CH:9][C:8]=2[C:7]([C:16]2[CH:21]=[CH:20][CH:19]=[CH:18][CH:17]=2)=[C:6]1[CH2:22][NH:23][C:25](=[O:26])[O:27][C:28]([CH3:31])([CH3:30])[CH3:29])[CH:2]([CH3:4])[CH3:3]. (7) Given the reactants Br[C:2]1[CH:7]=[CH:6][C:5]([S:8]([N:11]2[CH2:27][CH2:26][C:14]3([O:19][CH2:18][C:17](=[O:20])[N:16]([C:21]4([CH3:25])[CH2:24][CH2:23][CH2:22]4)[CH2:15]3)[CH2:13][CH2:12]2)(=[O:10])=[O:9])=[CH:4][CH:3]=1.CC1(C)C(C)(C)OB([C:36]2[CH:45]=[C:44]3[C:39]([CH:40]=[CH:41][CH:42]=[N:43]3)=[CH:38][CH:37]=2)O1.C(=O)([O-])[O-].[K+].[K+], predict the reaction product. The product is: [CH3:25][C:21]1([N:16]2[CH2:15][C:14]3([CH2:26][CH2:27][N:11]([S:8]([C:5]4[CH:6]=[CH:7][C:2]([C:36]5[CH:45]=[C:44]6[C:39]([CH:40]=[CH:41][CH:42]=[N:43]6)=[CH:38][CH:37]=5)=[CH:3][CH:4]=4)(=[O:10])=[O:9])[CH2:12][CH2:13]3)[O:19][CH2:18][C:17]2=[O:20])[CH2:24][CH2:23][CH2:22]1. (8) Given the reactants CC(C)([O-])C.[K+].[Cl:7][C:8]1[CH:9]=[C:10]([OH:15])[C:11](=[CH:13][CH:14]=1)[OH:12].ClC1C=CC([C:23]2C=CC=C[C:24]=2[C:25]([O-])=[O:26])=C([C:23]2C=CC=C[C:24]=2[C:25]([O-])=[O:26])C=1.C(OS(C1C=CC=C([N+]([O-])=O)C=1)(=O)=O)[C@@H]1OC1.[OH-].[Na+], predict the reaction product. The product is: [Cl:7][C:8]1[CH:14]=[CH:13][C:11]2[O:12][C@@H:24]([CH2:25][OH:26])[CH2:23][O:15][C:10]=2[CH:9]=1.